Dataset: NCI-60 drug combinations with 297,098 pairs across 59 cell lines. Task: Regression. Given two drug SMILES strings and cell line genomic features, predict the synergy score measuring deviation from expected non-interaction effect. Drug 1: C1CN1C2=NC(=NC(=N2)N3CC3)N4CC4. Drug 2: C1=C(C(=O)NC(=O)N1)F. Cell line: EKVX. Synergy scores: CSS=11.7, Synergy_ZIP=-6.16, Synergy_Bliss=-1.80, Synergy_Loewe=-0.613, Synergy_HSA=1.17.